This data is from Reaction yield outcomes from USPTO patents with 853,638 reactions. The task is: Predict the reaction yield, written as a fraction of the theoretical maximum amount of product (1.0 means a 100% yield; for example, 0.34 means a 34% yield). (1) The yield is 1.00. The reactants are [S:1]1[CH:5]=[C:4]([C:6]2[CH:13]=[CH:12][C:9]([CH2:10][NH2:11])=[CH:8][CH:7]=2)[N:3]=[N:2]1.[F:14][C:15]([F:41])([F:40])[C:16]1[CH:21]=[CH:20][C:19]([C:22]2[C:23]([C:28]([NH:30][C:31]3[CH:32]=[C:33]([C:37](O)=[O:38])[N:34]([CH3:36])[CH:35]=3)=[O:29])=[CH:24][CH:25]=[CH:26][CH:27]=2)=[CH:18][CH:17]=1.CN(C(ON1N=NC2C=CC=CC1=2)=[N+](C)C)C.[B-](F)(F)(F)F.C(N(C(C)C)C(C)C)C. The catalyst is CN(C)C=O.ClCCl.C(O)C. The product is [S:1]1[CH:5]=[C:4]([C:6]2[CH:7]=[CH:8][C:9]([CH2:10][NH:11][C:37]([C:33]3[N:34]([CH3:36])[CH:35]=[C:31]([NH:30][C:28]([C:23]4[C:22]([C:19]5[CH:18]=[CH:17][C:16]([C:15]([F:41])([F:14])[F:40])=[CH:21][CH:20]=5)=[CH:27][CH:26]=[CH:25][CH:24]=4)=[O:29])[CH:32]=3)=[O:38])=[CH:12][CH:13]=2)[N:3]=[N:2]1. (2) The reactants are [F:1][C:2]1[CH:7]=[CH:6][C:5]([C:8]2([CH3:39])[CH:17]([CH2:18][CH2:19][CH2:20][CH2:21][CH2:22][CH2:23][CH2:24][CH2:25][CH2:26][S:27][CH2:28][CH2:29][CH2:30][C:31]([F:37])([F:36])[C:32]([F:35])([F:34])[F:33])[C:16]3[C:11](=[CH:12][C:13]([OH:38])=[CH:14][CH:15]=3)[S:10][CH2:9]2)=[CH:4][CH:3]=1.O.CCCCCC.C(OCC)(=[O:49])C. The catalyst is O1CCCC1. The product is [F:1][C:2]1[CH:7]=[CH:6][C:5]([C:8]2([CH3:39])[CH:17]([CH2:18][CH2:19][CH2:20][CH2:21][CH2:22][CH2:23][CH2:24][CH2:25][CH2:26][S:27]([CH2:28][CH2:29][CH2:30][C:31]([F:37])([F:36])[C:32]([F:33])([F:34])[F:35])=[O:49])[C:16]3[C:11](=[CH:12][C:13]([OH:38])=[CH:14][CH:15]=3)[S:10][CH2:9]2)=[CH:4][CH:3]=1. The yield is 0.660. (3) The reactants are [C:1]1([CH:7]2[C:12](=[O:13])[CH2:11][CH2:10][O:9][CH2:8]2)[CH:6]=[CH:5][CH:4]=[CH:3][CH:2]=1.[C:14](Cl)([N:16]=[C:17]=[O:18])=[O:15]. The catalyst is CCOC(C)=O. The product is [C:1]1([CH:7]2[C:12]3[O:13][C:17](=[O:18])[NH:16][C:14](=[O:15])[C:11]=3[CH2:10][O:9][CH2:8]2)[CH:2]=[CH:3][CH:4]=[CH:5][CH:6]=1. The yield is 0.618.